Predict the product of the given reaction. From a dataset of Forward reaction prediction with 1.9M reactions from USPTO patents (1976-2016). (1) Given the reactants C(OC(=O)[NH:7][C@H:8]([C:24]([C:26]1[S:27][C:28]2[CH:34]=[CH:33][CH:32]=[CH:31][C:29]=2[N:30]=1)=[O:25])[CH2:9][CH2:10][CH2:11][CH2:12][NH:13][C:14]([O:16][CH2:17][C:18]1[CH:23]=[CH:22][CH:21]=[CH:20][CH:19]=1)=[O:15])(C)(C)C.[ClH:36].CC(=O)OCC, predict the reaction product. The product is: [ClH:36].[CH2:17]([O:16][C:14](=[O:15])[NH:13][CH2:12][CH2:11][CH2:10][CH2:9][C@H:8]([NH2:7])[C:24]([C:26]1[S:27][C:28]2[CH:34]=[CH:33][CH:32]=[CH:31][C:29]=2[N:30]=1)=[O:25])[C:18]1[CH:23]=[CH:22][CH:21]=[CH:20][CH:19]=1. (2) Given the reactants [CH2:1]([O:3][C:4](=[O:27])[C@H:5]([NH:19]C(OC(C)(C)C)=O)[CH2:6][CH2:7][C:8](=O)[C:9]1[CH:14]=[C:13]([F:15])[C:12]([F:16])=[C:11]([F:17])[CH:10]=1)[CH3:2].Cl.C(OCC)(=O)C, predict the reaction product. The product is: [CH2:1]([O:3][C:4]([C@H:5]1[CH2:6][CH2:7][C:8]([C:9]2[CH:14]=[C:13]([F:15])[C:12]([F:16])=[C:11]([F:17])[CH:10]=2)=[N:19]1)=[O:27])[CH3:2]. (3) Given the reactants C1(N=C=NC2CCCCC2)CCCCC1.[CH3:16][NH:17][CH:18]1[CH:23]2[CH2:24][CH2:25][CH:19]1[CH2:20][N:21]([CH2:26][CH2:27][CH2:28][NH:29][C:30]1[CH:37]=[CH:36][C:33]([C:34]#[N:35])=[CH:32][CH:31]=1)[CH2:22]2.[CH3:38][CH:39]([CH3:44])[CH2:40][C:41](O)=[O:42].C([O-])([O-])=O.[K+].[K+], predict the reaction product. The product is: [C:34]([C:33]1[CH:32]=[CH:31][C:30]([NH:29][CH2:28][CH2:27][CH2:26][N:21]2[CH2:22][CH:23]3[CH:18]([N:17]([CH3:16])[C:41](=[O:42])[CH2:40][CH:39]([CH3:44])[CH3:38])[CH:19]([CH2:25][CH2:24]3)[CH2:20]2)=[CH:37][CH:36]=1)#[N:35]. (4) Given the reactants [C:1]1([C:23]2[CH:28]=[CH:27][CH:26]=[CH:25][CH:24]=2)[CH:6]=[CH:5][C:4]([O:7][C:8]2[C:9](=[O:22])[N:10]([C:15]3[CH:20]=[CH:19][C:18]([Cl:21])=[CH:17][CH:16]=3)[N:11]=[CH:12][C:13]=2Cl)=[CH:3][CH:2]=1.[N-:29]=[N+:30]=[N-:31].[Na+], predict the reaction product. The product is: [N:29]([C:13]1[CH:12]=[N:11][N:10]([C:15]2[CH:20]=[CH:19][C:18]([Cl:21])=[CH:17][CH:16]=2)[C:9](=[O:22])[C:8]=1[O:7][C:4]1[CH:5]=[CH:6][C:1]([C:23]2[CH:28]=[CH:27][CH:26]=[CH:25][CH:24]=2)=[CH:2][CH:3]=1)=[N+:30]=[N-:31]. (5) Given the reactants [F:1][C:2]1[CH:7]=[CH:6][C:5]([N:8]2[C:16]3[C:11](=[CH:12][C:13]([O:17][C@H:18]([C:22]4[CH:27]=[CH:26][CH:25]=[C:24]([O:28][CH3:29])[CH:23]=4)[C@@H:19]([NH2:21])[CH3:20])=[CH:14][CH:15]=3)[CH:10]=[N:9]2)=[CH:4][CH:3]=1.[OH:30][C@@H:31]([CH3:35])[C:32](O)=[O:33], predict the reaction product. The product is: [F:1][C:2]1[CH:3]=[CH:4][C:5]([N:8]2[C:16]3[C:11](=[CH:12][C:13]([O:17][C@H:18]([C:22]4[CH:27]=[CH:26][CH:25]=[C:24]([O:28][CH3:29])[CH:23]=4)[C@@H:19]([NH:21][C:32](=[O:33])[C@@H:31]([OH:30])[CH3:35])[CH3:20])=[CH:14][CH:15]=3)[CH:10]=[N:9]2)=[CH:6][CH:7]=1. (6) Given the reactants [CH3:1][O:2][C:3]1[CH:10]=[CH:9][C:6]([CH2:7][NH2:8])=[CH:5][CH:4]=1.[NH2:11][C:12]1[CH:13]=[C:14]([N:19]2[CH2:24][C:23]3[CH:25]=[N:26][C:27](Cl)=[CH:28][C:22]=3[N:21]([CH3:30])[C:20]2=[O:31])[CH:15]=[CH:16][C:17]=1[F:18], predict the reaction product. The product is: [CH3:1][O:2][C:3]1[CH:10]=[CH:9][C:6]([CH2:7][NH:8][C:27]2[N:26]=[CH:25][C:23]3[CH2:24][N:19]([C:14]4[CH:15]=[CH:16][C:17]([F:18])=[C:12]([NH2:11])[CH:13]=4)[C:20](=[O:31])[N:21]([CH3:30])[C:22]=3[CH:28]=2)=[CH:5][CH:4]=1. (7) Given the reactants [NH2:1][C:2]1[CH:3]=[N:4][N:5]([C:7]2[N:15]=[C:14]3[C:10]([N:11]=[CH:12][N:13]3[C@@H:16]3C[C@H](NC(=O)CO)[C@@H:18]([OH:26])[C@H:17]3[OH:27])=[C:9]([NH:28][CH2:29][CH:30]([C:37]3[CH:42]=[CH:41][CH:40]=[CH:39][CH:38]=3)[C:31]3[CH:36]=[CH:35][CH:34]=[CH:33][CH:32]=3)[N:8]=2)[CH:6]=1.ClC1N=C2C(N=CN2[C@@H]2C[C@H:56]([NH:58][C:59]([CH2:61][O:62]C(=O)C)=[O:60])[C@@H:55](O)[C@H]2O)=C(NCC(C2C=CC=CC=2)C2C=CC=CC=2)N=1, predict the reaction product. The product is: [CH2:56]([NH:58][C:59]([C@@H:61]1[C@@H:18]([OH:26])[C@@H:17]([OH:27])[C@H:16]([N:13]2[CH:12]=[N:11][C:10]3[C:14]2=[N:15][C:7]([N:5]2[CH:6]=[C:2]([NH2:1])[CH:3]=[N:4]2)=[N:8][C:9]=3[NH:28][CH2:29][CH:30]([C:31]2[CH:36]=[CH:35][CH:34]=[CH:33][CH:32]=2)[C:37]2[CH:42]=[CH:41][CH:40]=[CH:39][CH:38]=2)[O:62]1)=[O:60])[CH3:55]. (8) Given the reactants [CH3:1][O:2][C:3]1[CH:8]=[CH:7][CH:6]=[C:5]([O:9][CH3:10])[C:4]=1[CH:11]1[NH:16][C:15](=[O:17])[CH2:14][CH2:13][CH2:12]1.Br[CH2:19][C:20]1[CH:21]=[C:22]([C:26]2[CH:31]=[CH:30][CH:29]=[CH:28][CH:27]=2)[CH:23]=[CH:24][CH:25]=1, predict the reaction product. The product is: [C:22]1([C:26]2[CH:27]=[CH:28][CH:29]=[CH:30][CH:31]=2)[CH:23]=[CH:24][CH:25]=[C:20]([CH2:19][N:16]2[CH:11]([C:4]3[C:5]([O:9][CH3:10])=[CH:6][CH:7]=[CH:8][C:3]=3[O:2][CH3:1])[CH2:12][CH2:13][CH2:14][C:15]2=[O:17])[CH:21]=1. (9) Given the reactants Br[C:2]1[CH:3]=[N:4][C:5]([NH:8][C:9]2[CH:14]=[CH:13][CH:12]=[C:11]([N:15]3[CH2:20][CH2:19][N:18]([CH2:21][CH3:22])[CH2:17][CH2:16]3)[CH:10]=2)=[N:6][CH:7]=1.[CH3:23][O:24][C:25]1[CH:26]=[C:27]([CH:32]=[CH:33][C:34]=1/C=C/B1OC(C)(C)C(C)(C)O1)[C:28]([O:30][CH3:31])=[O:29].C([O-])([O-])=O.[K+].[K+].O.O1CCO[CH2:55][CH2:54]1, predict the reaction product. The product is: [CH2:21]([N:18]1[CH2:19][CH2:20][N:15]([C:11]2[CH:10]=[C:9]([NH:8][C:5]3[N:4]=[CH:3][C:2](/[CH:54]=[CH:55]/[C:33]4[CH:32]=[C:27]([CH:26]=[C:25]([O:24][CH3:23])[CH:34]=4)[C:28]([O:30][CH3:31])=[O:29])=[CH:7][N:6]=3)[CH:14]=[CH:13][CH:12]=2)[CH2:16][CH2:17]1)[CH3:22]. (10) Given the reactants C(=O)([O-])[O-].[K+].[K+].[CH:7]1[C:12]2=[C:13]3[N:18]([CH:19]=[C:11]2[C:10](=[O:20])[NH:9][N:8]=1)[CH2:17][CH2:16][CH2:15][CH2:14]3.Br[C:22]1[N:29]=[CH:28][CH:27]=[C:26]([Cl:30])[C:23]=1[CH:24]=[O:25].N(CC(O)=O)C, predict the reaction product. The product is: [Cl:30][C:26]1[C:23]([CH:24]=[O:25])=[C:22]([N:9]2[C:10](=[O:20])[C:11]3=[CH:19][N:18]4[C:13]([CH2:14][CH2:15][CH2:16][CH2:17]4)=[C:12]3[CH:7]=[N:8]2)[N:29]=[CH:28][CH:27]=1.